This data is from Full USPTO retrosynthesis dataset with 1.9M reactions from patents (1976-2016). The task is: Predict the reactants needed to synthesize the given product. (1) Given the product [F:1][CH:2]([F:23])[O:3][C:4]1[CH:9]=[CH:8][C:7]([C:10]2[CH:18]=[CH:17][CH:16]=[C:15]3[C:11]=2[CH2:12][CH2:13][C:14]3=[O:19])=[C:6]([O:20][CH2:31][C:32]([CH3:36])([CH3:35])[CH2:33][OH:34])[C:5]=1[O:21][CH3:22], predict the reactants needed to synthesize it. The reactants are: [F:1][CH:2]([F:23])[O:3][C:4]1[CH:9]=[CH:8][C:7]([C:10]2[CH:18]=[CH:17][CH:16]=[C:15]3[C:11]=2[CH2:12][CH2:13][C:14]3=[O:19])=[C:6]([OH:20])[C:5]=1[O:21][CH3:22].C(=O)([O-])[O-].[K+].[K+].Br[CH2:31][C:32]([CH3:36])([CH3:35])[CH2:33][OH:34]. (2) Given the product [CH3:33][O:22][C:20]([C:16]1[CH:17]=[C:18]([CH3:19])[C:9]2[O:8][C:7]3[C:2]([Cl:1])=[CH:3][C:4]([S:23]([N:27]4[CH2:32][CH2:31][NH:30][CH2:29][CH2:28]4)(=[O:25])=[O:24])=[CH:5][C:6]=3[CH2:12][S:11](=[O:14])(=[O:13])[C:10]=2[CH:15]=1)=[O:21], predict the reactants needed to synthesize it. The reactants are: [Cl:1][C:2]1[C:7]2[O:8][C:9]3[C:18]([CH3:19])=[CH:17][C:16]([C:20]([OH:22])=[O:21])=[CH:15][C:10]=3[S:11](=[O:14])(=[O:13])[CH2:12][C:6]=2[CH:5]=[C:4]([S:23](Cl)(=[O:25])=[O:24])[CH:3]=1.[NH:27]1[CH2:32][CH2:31][NH:30][CH2:29][CH2:28]1.[CH2:33](OC(=O)C)C. (3) Given the product [CH3:31][O:32][C:33]1[C:38]([CH3:39])=[CH:37][C:36]([CH:40]2[CH2:45][N:44]3[CH:46]=[C:47]([C:49]([N:64]4[CH2:63][CH2:62][N:61]([C:57]5[CH:58]=[CH:59][CH:60]=[C:55]([C:54]([F:67])([F:68])[F:53])[CH:56]=5)[CH2:66][CH2:65]4)=[O:50])[N:48]=[C:43]3[CH2:42][CH2:41]2)=[CH:35][C:34]=1[CH3:52], predict the reactants needed to synthesize it. The reactants are: CN(C(ON1N=NC2C=CC=CC1=2)=[N+](C)C)C.[B-](F)(F)(F)F.CN1CCOCC1.Cl.[CH3:31][O:32][C:33]1[C:38]([CH3:39])=[CH:37][C:36]([CH:40]2[CH2:45][N:44]3[CH:46]=[C:47]([C:49](O)=[O:50])[N:48]=[C:43]3[CH2:42][CH2:41]2)=[CH:35][C:34]=1[CH3:52].[F:53][C:54]([F:68])([F:67])[C:55]1[CH:56]=[C:57]([N:61]2[CH2:66][CH2:65][NH:64][CH2:63][CH2:62]2)[CH:58]=[CH:59][CH:60]=1.